Regression/Classification. Given a drug SMILES string, predict its absorption, distribution, metabolism, or excretion properties. Task type varies by dataset: regression for continuous measurements (e.g., permeability, clearance, half-life) or binary classification for categorical outcomes (e.g., BBB penetration, CYP inhibition). Dataset: cyp3a4_veith. From a dataset of CYP3A4 inhibition data for predicting drug metabolism from PubChem BioAssay. The compound is O=C(N/N=C\c1cccc(O)c1)c1ccncc1. The result is 0 (non-inhibitor).